Dataset: Full USPTO retrosynthesis dataset with 1.9M reactions from patents (1976-2016). Task: Predict the reactants needed to synthesize the given product. (1) The reactants are: CC1(C)CC(C[N:10]=C=O)(C)CC(N=C=O)C1.[C:17]([O:21][CH2:22][CH2:23]CO)(=[O:20])[CH:18]=[CH2:19]. Given the product [C:17]([OH:21])(=[O:20])[CH:18]=[CH2:19].[NH2:10][C:17]([O:21][CH2:22][CH3:23])=[O:20], predict the reactants needed to synthesize it. (2) Given the product [C:1]([O:5][C:6]([N:8]1[CH2:12][CH:11]([N:21]=[N+:22]=[N-:23])[CH2:10][CH:9]1[CH2:18][O:19][CH3:20])=[O:7])([CH3:4])([CH3:3])[CH3:2], predict the reactants needed to synthesize it. The reactants are: [C:1]([O:5][C:6]([N:8]1[CH2:12][CH:11](OS(C)(=O)=O)[CH2:10][CH:9]1[CH2:18][O:19][CH3:20])=[O:7])([CH3:4])([CH3:3])[CH3:2].[N-:21]=[N+:22]=[N-:23].[Na+].O.CCCCCC.C(OCC)(=O)C. (3) Given the product [F:1][C:2]1[C:3]([C:19]2[CH:24]=[C:23]([F:25])[CH:22]=[CH:21][C:20]=2[O:26][CH3:27])=[C:4]2[CH:10]=[C:9]([C:11]3[CH2:12][CH:13]4[CH2:17][N:16]([CH2:29][C:30]([O:32][C:33]([CH3:36])([CH3:35])[CH3:34])=[O:31])[CH2:15][CH:14]4[CH:18]=3)[NH:8][C:5]2=[N:6][CH:7]=1, predict the reactants needed to synthesize it. The reactants are: [F:1][C:2]1[C:3]([C:19]2[CH:24]=[C:23]([F:25])[CH:22]=[CH:21][C:20]=2[O:26][CH3:27])=[C:4]2[CH:10]=[C:9]([C:11]3[CH2:12][CH:13]4[CH2:17][NH:16][CH2:15][CH:14]4[CH:18]=3)[NH:8][C:5]2=[N:6][CH:7]=1.Br[CH2:29][C:30]([O:32][C:33]([CH3:36])([CH3:35])[CH3:34])=[O:31].C(N(CC)CC)C.O.